This data is from Retrosynthesis with 50K atom-mapped reactions and 10 reaction types from USPTO. The task is: Predict the reactants needed to synthesize the given product. (1) Given the product CCOC(=O)C(Sc1ccc(O)cc1)c1cccc2ccccc12, predict the reactants needed to synthesize it. The reactants are: CCOC(=O)C(Br)c1cccc2ccccc12.Oc1ccc(S)cc1. (2) Given the product COc1ccc(C=O)cc1Cl, predict the reactants needed to synthesize it. The reactants are: CI.O=Cc1ccc(O)c(Cl)c1. (3) The reactants are: N#Cc1ccc(-c2ccc(O)cc2)cc1.OCCCCCCBr. Given the product N#Cc1ccc(-c2ccc(OCCCCCCO)cc2)cc1, predict the reactants needed to synthesize it. (4) Given the product COCN1c2cc(CN)ccc2Sc2nccnc21, predict the reactants needed to synthesize it. The reactants are: COCN1c2cc(CN3C(=O)c4ccccc4C3=O)ccc2Sc2nccnc21. (5) Given the product Cc1ccc2[nH]c(-c3ccccc3)c(CC(=O)O)c2c1, predict the reactants needed to synthesize it. The reactants are: CCOC(=O)Cc1c(-c2ccccc2)[nH]c2ccc(C)cc12. (6) Given the product O=C(O)Cc1c(C(=O)c2ccccc2-c2ccccc2)n(CC2CC2)c2ccccc12, predict the reactants needed to synthesize it. The reactants are: BrCC1CC1.O=C(O)Cc1c(C(=O)c2ccccc2-c2ccccc2)[nH]c2ccccc12.